From a dataset of Catalyst prediction with 721,799 reactions and 888 catalyst types from USPTO. Predict which catalyst facilitates the given reaction. (1) Reactant: [CH:1]([N:4]([C:10]1[CH:11]=[N:12][O:13][C:14]=1[CH3:15])[C:5]([CH:7]1[CH2:9][CH2:8]1)=[O:6])([CH3:3])[CH3:2].[H][H]. Product: [C:14](/[C:10](/[N:4]([CH:1]([CH3:3])[CH3:2])[C:5]([CH:7]1[CH2:8][CH2:9]1)=[O:6])=[CH:11]/[NH2:12])(=[O:13])[CH3:15]. The catalyst class is: 256. (2) Reactant: [Br:1][C:2]1[CH:17]=[CH:16][C:5]([CH2:6][O:7][CH2:8][C:9]([O:11]C(C)(C)C)=[O:10])=[CH:4][CH:3]=1.FC(F)(F)C(O)=O. Product: [Br:1][C:2]1[CH:3]=[CH:4][C:5]([CH2:6][O:7][CH2:8][C:9]([OH:11])=[O:10])=[CH:16][CH:17]=1. The catalyst class is: 4. (3) The catalyst class is: 41. Reactant: [Cl:1][C:2]1[C:3]([F:36])=[C:4]([CH:33]=[CH:34][CH:35]=1)[CH2:5][C:6]1[CH:7]=[C:8]2[C:13](=[CH:14][C:15]=1[F:16])[N:12]([C@@H:17]([CH:24]([CH3:26])[CH3:25])[CH2:18][O:19]C(OC)=O)[CH:11]=[C:10]([C:27]([O:29]CC)=[O:28])[C:9]2=[O:32].[OH-].[Na+].Cl. Product: [Cl:1][C:2]1[C:3]([F:36])=[C:4]([CH:33]=[CH:34][CH:35]=1)[CH2:5][C:6]1[CH:7]=[C:8]2[C:13](=[CH:14][C:15]=1[F:16])[N:12]([C@@H:17]([CH:24]([CH3:26])[CH3:25])[CH2:18][OH:19])[CH:11]=[C:10]([C:27]([OH:29])=[O:28])[C:9]2=[O:32]. (4) Reactant: Cl[C:2]1[CH:7]=[CH:6][CH:5]=[C:4]([Cl:8])[N:3]=1.[NH:9]1[CH2:13][CH2:12][CH2:11][CH2:10]1.C([O-])([O-])=O.[Cs+].[Cs+]. Product: [Cl:8][C:4]1[CH:5]=[CH:6][CH:7]=[C:2]([N:9]2[CH2:13][CH2:12][CH2:11][CH2:10]2)[N:3]=1. The catalyst class is: 3. (5) Reactant: [C:1]([O:5][C:6]([C:8]1[CH:9]=[C:10]([C:22]#[C:23][Si](C)(C)C)[CH:11]=[C:12]2[C:17]=1[O:16][C:15]([CH3:19])([CH3:18])[CH2:14][C:13]2([CH3:21])[CH3:20])=[O:7])([CH3:4])([CH3:3])[CH3:2].C(=O)([O-])[O-].[K+].[K+]. Product: [C:1]([O:5][C:6]([C:8]1[CH:9]=[C:10]([C:22]#[CH:23])[CH:11]=[C:12]2[C:17]=1[O:16][C:15]([CH3:19])([CH3:18])[CH2:14][C:13]2([CH3:21])[CH3:20])=[O:7])([CH3:4])([CH3:3])[CH3:2]. The catalyst class is: 5. (6) Reactant: [C:1]([C:3]1[CH:8]=[CH:7][C:6]([C@@H:9]2[C:14]([C:15]([O:17][CH2:18][CH3:19])=[O:16])=[C:13]([CH3:20])[N:12]([C:21]3[CH:26]=[CH:25][CH:24]=[C:23]([C:27]([F:30])([F:29])[F:28])[CH:22]=3)[C:11](=[O:31])[NH:10]2)=[CH:5][CH:4]=1)#[N:2].Br[CH2:33][C:34]([O:36][CH3:37])=[O:35].C(=O)([O-])[O-].[K+].[K+]. Product: [C:1]([C:3]1[CH:8]=[CH:7][C:6]([C@@H:9]2[C:14]([C:15]([O:17][CH2:18][CH3:19])=[O:16])=[C:13]([CH3:20])[N:12]([C:21]3[CH:26]=[CH:25][CH:24]=[C:23]([C:27]([F:28])([F:30])[F:29])[CH:22]=3)[C:11](=[O:31])[N:10]2[CH2:33][C:34]([O:36][CH3:37])=[O:35])=[CH:5][CH:4]=1)#[N:2]. The catalyst class is: 3. (7) Product: [Cl:22][C:19]1[CH:20]=[CH:21][C:16]2[CH2:15][O:14][C:11]3([CH2:10][CH2:9][NH:8][CH2:13][CH2:12]3)[C:17]=2[CH:18]=1. Reactant: C([N:8]1[CH2:13][CH2:12][C:11]2([C:17]3[CH:18]=[C:19]([Cl:22])[CH:20]=[CH:21][C:16]=3[CH2:15][O:14]2)[CH2:10][CH2:9]1)C1C=CC=CC=1.ClC(OCCCl)=O. The catalyst class is: 4. (8) Reactant: Br[C:2]1[CH:10]=[C:9]2[C:5]([C:6]([CH3:14])([CH3:13])[C:7](=[O:12])[N:8]2[CH3:11])=[CH:4][CH:3]=1.[CH3:15][N:16]1[CH:20]=[C:19](B2OC(C)(C)C(C)(C)O2)[CH:18]=[N:17]1.C(=O)([O-])[O-].[Na+].[Na+].C1(P(C2C=CC=CC=2)C2C=CC=CC=2)C=CC=CC=1. Product: [CH3:11][N:8]1[C:9]2[C:5](=[CH:4][CH:3]=[C:2]([C:19]3[CH:18]=[N:17][N:16]([CH3:15])[CH:20]=3)[CH:10]=2)[C:6]([CH3:14])([CH3:13])[C:7]1=[O:12]. The catalyst class is: 848. (9) Reactant: [NH2:1][C:2]1[CH:3]=[N:4][CH:5]=[CH:6][C:7]=1[C:8]1[O:9][C:10]2[CH:16]=[CH:15][C:14]([C:17]([F:20])([F:19])[F:18])=[CH:13][C:11]=2[N:12]=1.[C:21](OC(=O)C)(=[O:23])[CH3:22]. Product: [F:18][C:17]([F:20])([F:19])[C:14]1[CH:15]=[CH:16][C:10]2[O:9][C:8]([C:7]3[CH:6]=[CH:5][N:4]=[CH:3][C:2]=3[NH:1][C:21](=[O:23])[CH3:22])=[N:12][C:11]=2[CH:13]=1. The catalyst class is: 6.